This data is from Full USPTO retrosynthesis dataset with 1.9M reactions from patents (1976-2016). The task is: Predict the reactants needed to synthesize the given product. Given the product [Cl:54][C:55]1[CH:56]=[C:57]([NH:61][C:62](=[O:63])[NH:32][C:33]2[CH:34]=[CH:35][C:36]([C:39]3[S:43][C:42]([CH:44]4[CH2:45][CH2:46][CH:47]([C:50]([O:52][CH3:53])=[O:51])[CH2:48][CH2:49]4)=[N:41][CH:40]=3)=[CH:37][CH:38]=2)[CH:58]=[CH:59][CH:60]=1, predict the reactants needed to synthesize it. The reactants are: FC(F)(F)C1C=C(NC(=O)NC2C=CC(C3SC(CCC(OC)=O)=NC=3)=CC=2)C=CC=1.[NH2:32][C:33]1[CH:38]=[CH:37][C:36]([C:39]2[S:43][C:42]([CH:44]3[CH2:49][CH2:48][CH:47]([C:50]([O:52][CH3:53])=[O:51])[CH2:46][CH2:45]3)=[N:41][CH:40]=2)=[CH:35][CH:34]=1.[Cl:54][C:55]1[CH:56]=[C:57]([N:61]=[C:62]=[O:63])[CH:58]=[CH:59][CH:60]=1.